This data is from Aqueous solubility values for 9,982 compounds from the AqSolDB database. The task is: Regression/Classification. Given a drug SMILES string, predict its absorption, distribution, metabolism, or excretion properties. Task type varies by dataset: regression for continuous measurements (e.g., permeability, clearance, half-life) or binary classification for categorical outcomes (e.g., BBB penetration, CYP inhibition). For this dataset (solubility_aqsoldb), we predict Y. (1) The compound is CCCCCOC(C)=O. The Y is -1.88 log mol/L. (2) The compound is CC(C)(C)O. The Y is 1.13 log mol/L. (3) The compound is CCCCC(CC)COC(=O)/C=C\C(=O)OCC(CC)CCCC. The Y is -6.98 log mol/L. (4) The drug is CN(C)C(=O)c1ccc(C(=O)N(C)C)cc1. The Y is 0.266 log mol/L. (5) The Y is -0.270 log mol/L. The molecule is O=C(O)C1C2CCC(O2)C1C(=O)O. (6) The drug is CC(=O)[O-].CC(=O)[O-].[Co+2]. The Y is 0.294 log mol/L. (7) The molecule is CCOC(=O)C(C)O. The Y is 0.928 log mol/L. (8) The drug is CCCCNCCO. The Y is 0.931 log mol/L.